From a dataset of Reaction yield outcomes from USPTO patents with 853,638 reactions. Predict the reaction yield, written as a fraction of the theoretical maximum amount of product (1.0 means a 100% yield; for example, 0.34 means a 34% yield). (1) The reactants are [Cl:1][C:2]1[CH:3]=[C:4]([C:9](O)([C:26]([F:29])([F:28])[F:27])[CH2:10][C:11]([C:13]2[CH:14]=[CH:15][C:16]([N:21]3[CH:25]=[N:24][CH:23]=[N:22]3)=[C:17]([CH:20]=2)[C:18]#[N:19])=[O:12])[CH:5]=[C:6]([Cl:8])[CH:7]=1.S(Cl)(Cl)=O.N1C=CC=CC=1. The catalyst is C1(C)C=CC=CC=1. The product is [Cl:1][C:2]1[CH:3]=[C:4]([C:9]([C:26]([F:27])([F:29])[F:28])=[CH:10][C:11]([C:13]2[CH:14]=[CH:15][C:16]([N:21]3[CH:25]=[N:24][CH:23]=[N:22]3)=[C:17]([CH:20]=2)[C:18]#[N:19])=[O:12])[CH:5]=[C:6]([Cl:8])[CH:7]=1. The yield is 0.994. (2) The reactants are [H-].[H-].[H-].[H-].[Li+].[Al+3].[NH2:7][C:8]1[C:9]2[N:10]([C:14]([C@@H:18]3[CH2:26][CH2:25][C@@H:24]4[N:20]([C:21](=O)[CH2:22][CH2:23]4)[CH2:19]3)=[N:15][C:16]=2[Br:17])[CH:11]=[CH:12][N:13]=1. The catalyst is C1COCC1. The product is [Br:17][C:16]1[N:15]=[C:14]([C@@H:18]2[CH2:26][CH2:25][C@@H:24]3[N:20]([CH2:21][CH2:22][CH2:23]3)[CH2:19]2)[N:10]2[CH:11]=[CH:12][N:13]=[C:8]([NH2:7])[C:9]=12. The yield is 0.521. (3) The reactants are Cl.[NH:2]([C:4]1[CH:9]=[CH:8][CH:7]=[C:6]([O:10][CH3:11])[N:5]=1)[NH2:3].C(O[CH:15]=[C:16]([C:19]#[N:20])[C:17]#[N:18])C.C(N(CC)CC)C. The catalyst is C(O)C. The product is [NH2:20][C:19]1[N:2]([C:4]2[CH:9]=[CH:8][CH:7]=[C:6]([O:10][CH3:11])[N:5]=2)[N:3]=[CH:15][C:16]=1[C:17]#[N:18]. The yield is 0.300.